Dataset: Catalyst prediction with 721,799 reactions and 888 catalyst types from USPTO. Task: Predict which catalyst facilitates the given reaction. (1) The catalyst class is: 72. Product: [CH3:1][C:2]1[CH:7]=[C:6]([C:8]([OH:10])=[O:9])[CH:5]=[CH:4][C:3]=1[C:12]1[CH:17]=[CH:16][CH:15]=[CH:14][C:13]=1[CH3:18]. Reactant: [CH3:1][C:2]1[CH:7]=[C:6]([C:8]([O:10]C)=[O:9])[CH:5]=[CH:4][C:3]=1[C:12]1[CH:17]=[CH:16][CH:15]=[CH:14][C:13]=1[CH3:18].O1CCCC1.[OH-].[Na+].Cl. (2) The catalyst class is: 258. Product: [Cl:1][C:2]1[C:11](=[O:12])[C:10]2[C:5](=[CH:6][CH:7]=[CH:8][CH:9]=2)[C:4](=[O:14])[C:3]=1/[CH:16]=[C:17](\[CH3:21])/[C:18]([OH:20])=[O:19]. Reactant: [Cl:1][C:2]1[C:3](/[CH:16]=[C:17](\[CH3:21])/[C:18]([OH:20])=[O:19])=[C:4]([O:14]C)[C:5]2[C:10]([C:11]=1[O:12]C)=[CH:9][CH:8]=[CH:7][CH:6]=2.[N+]([O-])(O)=O.O. (3) Reactant: CS(O[CH2:6][CH2:7][N:8]1[C:16]2[N:15]=[C:14]([NH2:17])[N:13]3[N:18]=[C:19]([C:21]4[O:22][CH:23]=[CH:24][CH:25]=4)[N:20]=[C:12]3[C:11]=2[CH:10]=[CH:9]1)(=O)=O.[F:26][C:27]1[CH:32]=[C:31]([F:33])[CH:30]=[CH:29][C:28]=1[SH:34].CCN(C(C)C)C(C)C. Product: [F:26][C:27]1[CH:32]=[C:31]([F:33])[CH:30]=[CH:29][C:28]=1[S:34][CH2:6][CH2:7][N:8]1[C:16]2[N:15]=[C:14]([NH2:17])[N:13]3[N:18]=[C:19]([C:21]4[O:22][CH:23]=[CH:24][CH:25]=4)[N:20]=[C:12]3[C:11]=2[CH:10]=[CH:9]1. The catalyst class is: 3. (4) Reactant: Br[C:2]1[CH:7]=[CH:6][CH:5]=[CH:4][C:3]=1CCO.CCCCC.C([Li])(C)(C)C.C([C:23]1[CH:32]=[CH:31][C:26]([C:27]([O:29]C)=O)=[CH:25][C:24]=1O)=O.[Cl-].[NH4+]. Product: [C:2]1([CH:27]([C:26]2[CH:25]=[CH:24][CH:23]=[CH:32][CH:31]=2)[OH:29])[CH:7]=[CH:6][CH:5]=[CH:4][CH:3]=1. The catalyst class is: 30. (5) Reactant: [C:1]([C:3]1[CH:4]=[C:5]([S:32]([N:35](CC2C=CC(OC)=CC=2OC)[C:36]2[S:40][N:39]=[CH:38][N:37]=2)(=[O:34])=[O:33])[CH:6]=[CH:7][C:8]=1[O:9][C:10]1[CH:15]=[CH:14][C:13]([C:16]2[CH:21]=[CH:20][CH:19]=[CH:18][C:17]=2[C:22]([F:25])([F:24])[F:23])=[CH:12][C:11]=1[C:26]1[CH:31]=[CH:30][N:29]=[N:28][CH:27]=1)#[N:2]. Product: [C:1]([C:3]1[CH:4]=[C:5]([S:32]([NH:35][C:36]2[S:40][N:39]=[CH:38][N:37]=2)(=[O:33])=[O:34])[CH:6]=[CH:7][C:8]=1[O:9][C:10]1[CH:15]=[CH:14][C:13]([C:16]2[CH:21]=[CH:20][CH:19]=[CH:18][C:17]=2[C:22]([F:25])([F:23])[F:24])=[CH:12][C:11]=1[C:26]1[CH:31]=[CH:30][N:29]=[N:28][CH:27]=1)#[N:2]. The catalyst class is: 89. (6) Reactant: [F:1][C:2]1[C:3]([CH2:8][O:9][C:10]2[C:11]3[N:12]([C:17]([C:21]([O:23]CC)=[O:22])=[C:18]([CH3:20])[N:19]=3)[CH:13]=[C:14]([CH3:16])[CH:15]=2)=[N:4][CH:5]=[CH:6][CH:7]=1.[OH-].[Li+].Cl. Product: [F:1][C:2]1[C:3]([CH2:8][O:9][C:10]2[C:11]3[N:12]([C:17]([C:21]([OH:23])=[O:22])=[C:18]([CH3:20])[N:19]=3)[CH:13]=[C:14]([CH3:16])[CH:15]=2)=[N:4][CH:5]=[CH:6][CH:7]=1. The catalyst class is: 36. (7) The catalyst class is: 29. Product: [CH3:7][C:4]1[N:3]([C:8]2[N:13]=[C:12]([C:14]3[C:19]([O:20][CH3:21])=[CH:18][C:17]([CH2:22][CH2:23][CH2:24][N:25]([CH3:27])[CH3:26])=[C:16]([O:28][CH3:29])[CH:15]=3)[CH:11]=[CH:10][CH:9]=2)[C:2]([CH3:1])=[CH:6][CH:5]=1. Reactant: [CH3:1][C:2]1[N:3]([C:8]2[N:13]=[C:12]([C:14]3[C:19]([O:20][CH3:21])=[CH:18][C:17]([CH:22]=[CH:23][CH2:24][N:25]([CH3:27])[CH3:26])=[C:16]([O:28][CH3:29])[CH:15]=3)[CH:11]=[CH:10][CH:9]=2)[C:4]([CH3:7])=[CH:5][CH:6]=1.[H][H]. (8) The catalyst class is: 4. Product: [Cl:42][C:39]1[CH:40]=[C:41]2[NH:8][C:9](=[O:43])[C:10]3([CH:15]([C:16]4[CH:21]=[CH:20][CH:19]=[C:18]([Cl:22])[CH:17]=4)[CH2:14][C:13](=[O:23])[N:12]([CH2:24][C:25]([O:27][CH3:28])=[O:26])[CH:11]3[C:29]3[CH:34]=[CH:33][CH:32]=[CH:31][C:30]=3[CH3:35])[C:36]2=[CH:37][CH:38]=1. Reactant: C(OC([N:8]1[C:41]2[C:36](=[CH:37][CH:38]=[C:39]([Cl:42])[CH:40]=2)[C:10]2([CH:15]([C:16]3[CH:21]=[CH:20][CH:19]=[C:18]([Cl:22])[CH:17]=3)[CH2:14][C:13](=[O:23])[N:12]([CH2:24][C:25]([O:27][CH3:28])=[O:26])[CH:11]2[C:29]2[CH:34]=[CH:33][CH:32]=[CH:31][C:30]=2[CH3:35])[C:9]1=[O:43])=O)(C)(C)C.FC(F)(F)C(O)=O. (9) Reactant: C(OC1C=CC(C=O)=C(Br)C=1OC)(=O)C.[B:16]1([B:16]2[O:20][C:19]([CH3:22])([CH3:21])[C:18]([CH3:24])([CH3:23])[O:17]2)[O:20][C:19]([CH3:22])([CH3:21])[C:18]([CH3:24])([CH3:23])[O:17]1. Product: [CH3:23][C:18]1([CH3:24])[C:19]([CH3:22])([CH3:21])[O:20][BH:16][O:17]1. The catalyst class is: 45.